This data is from Catalyst prediction with 721,799 reactions and 888 catalyst types from USPTO. The task is: Predict which catalyst facilitates the given reaction. (1) Reactant: C([O:4][C@@:5]1([CH2:42][OH:43])[C@@H:10]([O:11]C(=O)C)[C@H:9]([O:15]C(=O)C)[C@@H:8]([CH2:19][O:20]C(=O)C)[O:7][C@@H:6]1[O:24][C:25]1[CH:30]=[CH:29][C:28]([C:31]2[CH:36]=[CH:35][CH:34]=[C:33]([C:37](=[O:40])[NH:38][CH3:39])[CH:32]=2)=[CH:27][C:26]=1[CH3:41])(=O)C.C[O-].[Na+]. Product: [CH3:39][NH:38][C:37]([C:33]1[CH:32]=[C:31]([C:28]2[CH:29]=[CH:30][C:25]([O:24][C@@H:6]3[C@:5]([OH:4])([CH2:42][OH:43])[C@@H:10]([OH:11])[C@H:9]([OH:15])[C@@H:8]([CH2:19][OH:20])[O:7]3)=[C:26]([CH3:41])[CH:27]=2)[CH:36]=[CH:35][CH:34]=1)=[O:40]. The catalyst class is: 5. (2) Reactant: [N-:1]=[N+:2]=[N-:3].[Na+].[NH4+].[Cl-].C(OC([N:14]1[CH2:19][CH2:18][CH:17]([O:20][C:21]2[C:22]([C:31]#[N:32])=[C:23]3[C:28](=[CH:29][CH:30]=2)[CH:27]=[N:26][CH:25]=[CH:24]3)[CH2:16][CH2:15]1)=O)(C)(C)C.ClCCl. Product: [NH:14]1[CH2:19][CH2:18][CH:17]([O:20][C:21]2[C:22]([C:31]3[NH:32][N:3]=[N:2][N:1]=3)=[C:23]3[C:28](=[CH:29][CH:30]=2)[CH:27]=[N:26][CH:25]=[CH:24]3)[CH2:16][CH2:15]1. The catalyst class is: 3.